From a dataset of Forward reaction prediction with 1.9M reactions from USPTO patents (1976-2016). Predict the product of the given reaction. (1) Given the reactants [F:1][C:2]1[CH:7]=[CH:6][C:5]([S:8][CH:9]=[C:10]([CH2:21][CH2:22][CH2:23]O)[C:11]([NH:13][C:14]2[CH:19]=[CH:18][C:17]([CH3:20])=[CH:16][CH:15]=2)=O)=[CH:4][CH:3]=1.P(Cl)(Cl)(Cl)(Cl)Cl.[CH3:31][NH2:32], predict the reaction product. The product is: [F:1][C:2]1[CH:7]=[CH:6][C:5]([S:8][CH:9]=[C:10]2[CH2:21][CH2:22][CH2:23][N:32]([CH3:31])[C:11]2=[N:13][C:14]2[CH:19]=[CH:18][C:17]([CH3:20])=[CH:16][CH:15]=2)=[CH:4][CH:3]=1. (2) Given the reactants [OH:1][C:2]1[CH:3]=[C:4]([CH:12]=[C:13]([NH:15][C:16]2[NH:17][CH2:18][CH:19]([OH:22])[CH2:20][N:21]=2)[CH:14]=1)[C:5]([NH:7][CH2:8][C:9]([OH:11])=O)=[O:6].Cl.[NH2:24][C@H:25]([C:32]1[CH:37]=[C:36]([C:38]2([C:42]#[N:43])[CH2:41][CH2:40][CH2:39]2)[CH:35]=[C:34]([Cl:44])[CH:33]=1)[CH2:26][C:27]([O:29][CH2:30][CH3:31])=[O:28].O.ON1C2C=CC=CC=2N=N1, predict the reaction product. The product is: [Cl:44][C:34]1[CH:33]=[C:32]([C@@H:25]([NH:24][C:9](=[O:11])[CH2:8][NH:7][C:5](=[O:6])[C:4]2[CH:12]=[C:13]([NH:15][C:16]3[NH:17][CH2:18][CH:19]([OH:22])[CH2:20][N:21]=3)[CH:14]=[C:2]([OH:1])[CH:3]=2)[CH2:26][C:27]([O:29][CH2:30][CH3:31])=[O:28])[CH:37]=[C:36]([C:38]2([C:42]#[N:43])[CH2:41][CH2:40][CH2:39]2)[CH:35]=1. (3) Given the reactants FC(F)(F)C(O)=O.[CH2:8]([C@:10]1([OH:29])[C:22]2[CH:21]=[C:20]3[N:16]([CH2:17][CH2:18][C:19]43OCC[O:23]4)[C:15](=[O:27])[C:14]=2[CH2:13][O:12][C:11]1=[O:28])[CH3:9], predict the reaction product. The product is: [CH2:8]([C@:10]1([OH:29])[C:22]2[CH:21]=[C:20]3[N:16]([CH2:17][CH2:18][C:19]3=[O:23])[C:15](=[O:27])[C:14]=2[CH2:13][O:12][C:11]1=[O:28])[CH3:9]. (4) Given the reactants [Cl:1][C:2]1[CH:3]=[C:4]([NH:8][C:9]([NH:11][CH:12]([CH2:17][OH:18])[CH2:13][CH2:14][CH2:15][CH3:16])=O)[CH:5]=[CH:6][CH:7]=1.O=P(Cl)(Cl)Cl, predict the reaction product. The product is: [CH2:13]([CH:12]1[CH2:17][O:18][C:9]([NH:8][C:4]2[CH:5]=[CH:6][CH:7]=[C:2]([Cl:1])[CH:3]=2)=[N:11]1)[CH2:14][CH2:15][CH3:16]. (5) Given the reactants Br[C:2]1[CH:7]=[CH:6][C:5]([C:8]2[C:12]3[CH2:13][C:14]4[S:15][CH:16]=[CH:17][C:18]=4[C:11]=3[N:10]([CH2:19][O:20][CH2:21][CH2:22][Si:23]([CH3:26])([CH3:25])[CH3:24])[N:9]=2)=[CH:4][CH:3]=1.[N+:27]([C:30]1[CH:35]=[CH:34][C:33]([NH2:36])=[CH:32][CH:31]=1)([O-:29])=[O:28].C([O-])([O-])=O.[Cs+].[Cs+].CC1(C)C2C(=C(P(C3C=CC=CC=3)C3C=CC=CC=3)C=CC=2)OC2C(P(C3C=CC=CC=3)C3C=CC=CC=3)=CC=CC1=2, predict the reaction product. The product is: [N+:27]([C:30]1[CH:35]=[CH:34][C:33]([NH:36][C:2]2[CH:7]=[CH:6][C:5]([C:8]3[C:12]4[CH2:13][C:14]5[S:15][CH:16]=[CH:17][C:18]=5[C:11]=4[N:10]([CH2:19][O:20][CH2:21][CH2:22][Si:23]([CH3:26])([CH3:25])[CH3:24])[N:9]=3)=[CH:4][CH:3]=2)=[CH:32][CH:31]=1)([O-:29])=[O:28].